From a dataset of Forward reaction prediction with 1.9M reactions from USPTO patents (1976-2016). Predict the product of the given reaction. Given the reactants C[O:2][C:3](=[O:42])[C:4]1[CH:9]=[CH:8][CH:7]=[CH:6][C:5]=1[O:10][C:11]1[CH:16]=[CH:15][CH:14]=[C:13]([O:17][CH2:18][CH2:19][CH2:20][O:21][C:22]2[CH:27]=[C:26]([O:28][Si](C(C)(C)C)(C)C)[C:25](Br)=[CH:24][C:23]=2[CH2:37][CH3:38])[C:12]=1[CH2:39][CH2:40][CH3:41].[O:43]1[CH:47]=[CH:46][CH:45]=[C:44]1B(O)O.C(=O)([O-])[O-].[Na+:55].[Na+], predict the reaction product. The product is: [Na+:55].[CH2:37]([C:23]1[CH:24]=[C:25]([C:44]2[O:43][CH:47]=[CH:46][CH:45]=2)[C:26]([OH:28])=[CH:27][C:22]=1[O:21][CH2:20][CH2:19][CH2:18][O:17][C:13]1[C:12]([CH2:39][CH2:40][CH3:41])=[C:11]([CH:16]=[CH:15][CH:14]=1)[O:10][C:5]1[CH:6]=[CH:7][CH:8]=[CH:9][C:4]=1[C:3]([O-:42])=[O:2])[CH3:38].